From a dataset of Reaction yield outcomes from USPTO patents with 853,638 reactions. Predict the reaction yield, written as a fraction of the theoretical maximum amount of product (1.0 means a 100% yield; for example, 0.34 means a 34% yield). (1) The reactants are C[O:2][C:3]1[N:8]=[CH:7][C:6]([CH2:9][C:10]2[C:11](=[O:18])[N:12]=[C:13]([S:16][CH3:17])[NH:14][CH:15]=2)=[CH:5][N:4]=1.B(Br)(Br)Br. The catalyst is O. The product is [CH3:17][S:16][C:13]1[NH:14][CH:15]=[C:10]([CH2:9][C:6]2[CH:5]=[N:4][C:3](=[O:2])[NH:8][CH:7]=2)[C:11](=[O:18])[N:12]=1. The yield is 0.260. (2) The reactants are [CH:1]1[C:11]2=[C:12]3[C:7](=[CH:8][CH:9]=[CH:10]2)[CH2:6][CH2:5][CH2:4][N:3]3[CH:2]=1.[C:13](Cl)(=[O:17])[C:14](Cl)=[O:15].[CH3:19][O-:20].[Na+]. The catalyst is C(OCC)C. The product is [CH3:19][O:20][C:13](=[O:17])[C:14]([C:1]1[C:11]2=[C:12]3[C:7](=[CH:8][CH:9]=[CH:10]2)[CH2:6][CH2:5][CH2:4][N:3]3[CH:2]=1)=[O:15]. The yield is 0.840.